From a dataset of HIV replication inhibition screening data with 41,000+ compounds from the AIDS Antiviral Screen. Binary Classification. Given a drug SMILES string, predict its activity (active/inactive) in a high-throughput screening assay against a specified biological target. (1) The compound is Cn1cc[n+]([Pt-2]([n+]2ccn(C)c2)([n+]2ccn(C)c2)[n+]2ccn(C)c2)c1.[O-][Cl+3]([O-])([O-])[O-]. The result is 0 (inactive). (2) The result is 0 (inactive). The compound is CCOC(=O)C(=CNC(Cc1c[nH]c2ccccc12)C(=O)OC)C(=O)OCC. (3) The compound is c1ccc2c(c1)CCc1cc3cc4c(nc3nc1-2)-c1ccccc1CC4. The result is 0 (inactive). (4) The compound is O=C(CCC(NC(=O)OCc1ccccc1)C(=O)OCc1ccccc1)Nc1ccc(OCc2ccccc2)cc1. The result is 0 (inactive). (5) The compound is CCC1(CC2CC3(C(=O)OC)c4[nH]c5ccccc5c4CCN3C2=S)COC2(CCCCC2)O1. The result is 0 (inactive). (6) The compound is CC(=O)OC(=C(C#N)C(=O)O)C1C(C(=O)O)C(c2ccccc2[N+](=O)[O-])C=C(c2ccco2)N1c1ccncc1. The result is 0 (inactive).